From a dataset of Peptide-MHC class I binding affinity with 185,985 pairs from IEDB/IMGT. Regression. Given a peptide amino acid sequence and an MHC pseudo amino acid sequence, predict their binding affinity value. This is MHC class I binding data. The peptide sequence is EHVQGDIDL. The MHC is HLA-A02:19 with pseudo-sequence HLA-A02:19. The binding affinity (normalized) is 0.0847.